This data is from Full USPTO retrosynthesis dataset with 1.9M reactions from patents (1976-2016). The task is: Predict the reactants needed to synthesize the given product. (1) Given the product [C:1]([O:5][C:6]([NH:8][CH:9]1[CH2:10][CH2:11][N:12]([C:15]2[C:34]3[C:29](=[CH:30][CH:31]=[CH:32][CH:33]=3)[N:28]=[C:27]([C:35]([O:37][CH3:38])=[O:36])[CH:26]=2)[CH2:13][CH2:14]1)=[O:7])([CH3:2])([CH3:3])[CH3:4], predict the reactants needed to synthesize it. The reactants are: [C:1]([O:5][C:6]([NH:8][CH:9]1[CH2:14][CH2:13][N:12]([C:15]2SC(C(OC)=O)=CN=2)[CH2:11][CH2:10]1)=[O:7])([CH3:4])([CH3:3])[CH3:2].ClC1[C:34]2[C:29](=[CH:30][CH:31]=[CH:32][CH:33]=2)[N:28]=[C:27]([C:35]([O:37][CH3:38])=[O:36])[CH:26]=1. (2) Given the product [C:29]([NH:28][S:27]([C:23]1[CH:22]=[C:21]([C:20]2[N:14]3[C:15]([CH:16]=[N:17][C:12]([NH:11][C:7]4[CH:6]=[C:5]([CH:10]=[CH:9][CH:8]=4)[C:4]([OH:35])=[O:3])=[N:13]3)=[CH:18][CH:19]=2)[CH:26]=[CH:25][CH:24]=1)(=[O:33])=[O:34])([CH3:32])([CH3:30])[CH3:31], predict the reactants needed to synthesize it. The reactants are: C([O:3][C:4](=[O:35])[C:5]1[CH:10]=[CH:9][CH:8]=[C:7]([NH:11][C:12]2[N:17]=[CH:16][C:15]3=[CH:18][CH:19]=[C:20]([C:21]4[CH:26]=[CH:25][CH:24]=[C:23]([S:27](=[O:34])(=[O:33])[NH:28][C:29]([CH3:32])([CH3:31])[CH3:30])[CH:22]=4)[N:14]3[N:13]=2)[CH:6]=1)C.O. (3) Given the product [F:13][C:10]([F:11])([F:12])[C:8]1[CH:7]=[C:6]([C@H:14]([O:16][C@H:17]2[CH2:22][CH2:21][N:20]([C:23]([CH:25]3[CH2:26][CH2:27][N:28]([C:45](=[O:46])[CH2:44][N:39]4[CH:43]=[N:42][N:41]=[N:40]4)[CH2:29][CH2:30]3)=[O:24])[CH2:19][C@H:18]2[C:31]2[CH:36]=[CH:35][CH:34]=[CH:33][CH:32]=2)[CH3:15])[CH:5]=[C:4]([C:3]([F:2])([F:37])[F:38])[CH:9]=1, predict the reactants needed to synthesize it. The reactants are: Cl.[F:2][C:3]([F:38])([F:37])[C:4]1[CH:5]=[C:6]([C@H:14]([O:16][C@H:17]2[CH2:22][CH2:21][N:20]([C:23]([CH:25]3[CH2:30][CH2:29][NH:28][CH2:27][CH2:26]3)=[O:24])[CH2:19][C@H:18]2[C:31]2[CH:36]=[CH:35][CH:34]=[CH:33][CH:32]=2)[CH3:15])[CH:7]=[C:8]([C:10]([F:13])([F:12])[F:11])[CH:9]=1.[N:39]1([CH2:44][C:45](O)=[O:46])[CH:43]=[N:42][N:41]=[N:40]1.